Dataset: Reaction yield outcomes from USPTO patents with 853,638 reactions. Task: Predict the reaction yield, written as a fraction of the theoretical maximum amount of product (1.0 means a 100% yield; for example, 0.34 means a 34% yield). (1) The reactants are [CH:1]([C:3]1[CH:8]=[CH:7][C:6]([N:9]2[CH:13]=[N:12][CH:11]=[N:10]2)=[CH:5][CH:4]=1)=[CH2:2].[Li][CH2:15]CCC.CI. The catalyst is C1COCC1. The product is [CH3:15][C:13]1[N:9]([C:6]2[CH:5]=[CH:4][C:3]([CH:1]=[CH2:2])=[CH:8][CH:7]=2)[N:10]=[CH:11][N:12]=1. The yield is 0.460. (2) The reactants are Br[CH2:2][C:3]1[CH:12]=[CH:11][C:6]([C:7]([O:9][CH3:10])=[O:8])=[CH:5][CH:4]=1.C(=O)([O-])[O-].[K+].[K+].[Cl:19][C:20]1[CH:21]=[C:22]([OH:31])[CH:23]=[N:24][C:25]=1[O:26][CH2:27][CH:28]([CH3:30])[CH3:29]. The catalyst is CC(C)=O. The product is [Cl:19][C:20]1[CH:21]=[C:22]([O:31][CH2:2][C:3]2[CH:12]=[CH:11][C:6]([C:7]([O:9][CH3:10])=[O:8])=[CH:5][CH:4]=2)[CH:23]=[N:24][C:25]=1[O:26][CH2:27][CH:28]([CH3:29])[CH3:30]. The yield is 0.970.